Dataset: NCI-60 drug combinations with 297,098 pairs across 59 cell lines. Task: Regression. Given two drug SMILES strings and cell line genomic features, predict the synergy score measuring deviation from expected non-interaction effect. Drug 1: C1=CC(=CC=C1CCCC(=O)O)N(CCCl)CCCl. Drug 2: C1=CC=C(C(=C1)C(C2=CC=C(C=C2)Cl)C(Cl)Cl)Cl. Cell line: K-562. Synergy scores: CSS=23.8, Synergy_ZIP=-7.45, Synergy_Bliss=1.70, Synergy_Loewe=-5.41, Synergy_HSA=2.43.